From a dataset of Reaction yield outcomes from USPTO patents with 853,638 reactions. Predict the reaction yield, written as a fraction of the theoretical maximum amount of product (1.0 means a 100% yield; for example, 0.34 means a 34% yield). (1) The reactants are Br[CH2:2][C:3]1[CH:12]=[CH:11][C:10]2[C:5](=[CH:6][CH:7]=[CH:8][CH:9]=2)[CH:4]=1.[O:13]=[CH:14][C:15]1[CH:23]=[CH:22][C:20]([OH:21])=[C:17]([O:18][CH3:19])[CH:16]=1.C(=O)([O-])[O-].[K+].[K+]. The catalyst is CC(C)=O. The product is [CH3:19][O:18][C:17]1[CH:16]=[C:15]([CH:23]=[CH:22][C:20]=1[O:21][CH2:2][C:3]1[CH:12]=[CH:11][C:10]2[C:5](=[CH:6][CH:7]=[CH:8][CH:9]=2)[CH:4]=1)[CH:14]=[O:13]. The yield is 0.750. (2) The reactants are [CH3:1][C:2]1([CH3:16])[C:6]([CH3:8])([CH3:7])[O:5][B:4]([C:9]2[CH:10]=[C:11]([OH:15])[CH:12]=[CH:13][CH:14]=2)[O:3]1.[H-].[Na+].Cl.Cl[CH2:21][C:22]1[CH:23]=[N:24][CH:25]=[CH:26][CH:27]=1. The catalyst is CN(C=O)C. The product is [CH3:8][C:6]1([CH3:7])[C:2]([CH3:16])([CH3:1])[O:3][B:4]([C:9]2[CH:10]=[C:11]([CH:12]=[CH:13][CH:14]=2)[O:15][CH2:21][C:22]2[CH:23]=[N:24][CH:25]=[CH:26][CH:27]=2)[O:5]1. The yield is 0.500. (3) The reactants are [CH2:1]([O:3][C:4]1[CH:17]=[CH:16][C:7](/[CH:8]=[C:9]2/[C:10](=[O:15])[NH:11][C:12](=[O:14])[S:13]/2)=[CH:6][CH:5]=1)[CH3:2].[C:18]([O:22][C:23]([NH:25][C@@H:26]([CH2:31]O)[C:27]([O:29][CH3:30])=[O:28])=[O:24])([CH3:21])([CH3:20])[CH3:19].C1(P(C2C=CC=CC=2)C2C=CC=CC=2)C=CC=CC=1.CC(OC(/N=N/C(OC(C)C)=O)=O)C. The catalyst is C1COCC1.C(OCC)(=O)C. The product is [C:18]([O:22][C:23]([NH:25][C@@H:26]([CH2:31][N:11]1[C:10](=[O:15])/[C:9](=[CH:8]/[C:7]2[CH:16]=[CH:17][C:4]([O:3][CH2:1][CH3:2])=[CH:5][CH:6]=2)/[S:13][C:12]1=[O:14])[C:27]([O:29][CH3:30])=[O:28])=[O:24])([CH3:21])([CH3:20])[CH3:19]. The yield is 0.995. (4) The reactants are [NH2:1][C:2]1[CH:3]=[C:4]2[C:9](=[C:10]([C:12]([N:14]([CH3:16])[CH3:15])=[O:13])[CH:11]=1)[N:8]=[CH:7][C:6]([C:17]#[N:18])=[C:5]2[NH:19][C:20]1[CH:25]=[CH:24][C:23]([F:26])=[C:22]([Cl:27])[CH:21]=1.[CH:28]1([CH:34]=O)[CH2:33][CH2:32][CH2:31][CH2:30][CH2:29]1.CO.[BH3-]C#N.[Na+]. The catalyst is C1COCC1.C(O)(=O)C. The product is [Cl:27][C:22]1[CH:21]=[C:20]([NH:19][C:5]2[C:4]3[C:9](=[C:10]([C:12]([N:14]([CH3:15])[CH3:16])=[O:13])[CH:11]=[C:2]([NH:1][CH2:34][CH:28]4[CH2:33][CH2:32][CH2:31][CH2:30][CH2:29]4)[CH:3]=3)[N:8]=[CH:7][C:6]=2[C:17]#[N:18])[CH:25]=[CH:24][C:23]=1[F:26]. The yield is 0.200. (5) The reactants are [CH3:1][O:2][C:3]1[CH:4]=[C:5]2[C:10](=[CH:11][CH:12]=1)[C:9]([CH2:13][C:14]1[CH:19]=[CH:18][C:17]([O:20][CH2:21][CH2:22][N:23]3[CH2:28][CH2:27][CH2:26][CH2:25][CH2:24]3)=[CH:16][CH:15]=1)=[C:8](OS(C(F)(F)F)(=O)=O)[CH:7]=[CH:6]2.[F:37][C:38]1[CH:43]=[CH:42][C:41]([F:44])=[CH:40][C:39]=1B(O)O.[F-].[Cs+]. The catalyst is Cl[Pd](Cl)([P](C1C=CC=CC=1)(C1C=CC=CC=1)C1C=CC=CC=1)[P](C1C=CC=CC=1)(C1C=CC=CC=1)C1C=CC=CC=1. The product is [F:37][C:38]1[CH:43]=[CH:42][C:41]([F:44])=[CH:40][C:39]=1[C:8]1[CH:7]=[CH:6][C:5]2[C:10](=[CH:11][CH:12]=[C:3]([O:2][CH3:1])[CH:4]=2)[C:9]=1[CH2:13][C:14]1[CH:19]=[CH:18][C:17]([O:20][CH2:21][CH2:22][N:23]2[CH2:28][CH2:27][CH2:26][CH2:25][CH2:24]2)=[CH:16][CH:15]=1. The yield is 0.460. (6) The reactants are [NH:1]1[CH:5]=[N:4][C:3]([S:6][CH2:7][CH2:8][O:9][C:10]2[CH:11]=[C:12]([CH:15]=[CH:16][CH:17]=2)[C:13]#[N:14])=[N:2]1. The catalyst is N.CO.[Ni]. The product is [NH:1]1[CH:5]=[N:4][C:3]([S:6][CH2:7][CH2:8][O:9][C:10]2[CH:11]=[C:12]([CH2:13][NH2:14])[CH:15]=[CH:16][CH:17]=2)=[N:2]1. The yield is 0.710. (7) The reactants are [Cl:1][C:2]1[CH:3]=[C:4]([CH:12]([CH2:17][CH:18]2[CH2:23][CH2:22][O:21][CH2:20][CH2:19]2)[C:13](=[O:16])[CH:14]=[CH2:15])[CH:5]=[CH:6][C:7]=1[S:8]([CH3:11])(=[O:10])=[O:9].C(O)C.O1CCCC1.[CH3:32][C:33]1([CH3:46])[O:37][CH:36]([C:38]2[CH:39]=[CH:40][C:41]([CH:44]=[O:45])=[N:42][CH:43]=2)[CH2:35][O:34]1. The catalyst is [Cl-].C([N+]1C(C)=C(CCO)SC=1)C1C=CC=CC=1.C(OCC)(=O)C.C(N(CC)CC)C. The product is [Cl:1][C:2]1[CH:3]=[C:4]([CH:12]([CH2:17][CH:18]2[CH2:23][CH2:22][O:21][CH2:20][CH2:19]2)[C:13](=[O:16])[CH2:14][CH2:15][C:44]([C:41]2[CH:40]=[CH:39][C:38]([CH:36]3[CH2:35][O:34][C:33]([CH3:46])([CH3:32])[O:37]3)=[CH:43][N:42]=2)=[O:45])[CH:5]=[CH:6][C:7]=1[S:8]([CH3:11])(=[O:9])=[O:10]. The yield is 0.780. (8) The reactants are Cl[C:2]1[N:3]([C:13]2[CH:18]=[CH:17][CH:16]=[CH:15][CH:14]=2)[C:4]2[C:9]([C:10]=1[CH:11]=[O:12])=[CH:8][CH:7]=[CH:6][CH:5]=2.[CH3:19][O:20][C:21]([CH:23]1[CH2:28][NH:27][CH2:26][CH2:25][NH:24]1)=[O:22]. No catalyst specified. The product is [CH3:19][O:20][C:21]([CH:23]1[CH2:28][N:27]([C:2]2[N:3]([C:13]3[CH:18]=[CH:17][CH:16]=[CH:15][CH:14]=3)[C:4]3[C:9]([C:10]=2[CH:11]=[O:12])=[CH:8][CH:7]=[CH:6][CH:5]=3)[CH2:26][CH2:25][NH:24]1)=[O:22]. The yield is 0.0900.